This data is from Full USPTO retrosynthesis dataset with 1.9M reactions from patents (1976-2016). The task is: Predict the reactants needed to synthesize the given product. (1) Given the product [Cl:20][C:14]1[CH:15]=[CH:16][CH:17]=[C:18]([Cl:19])[C:13]=1[CH:11]([C:10]1[C:4]2[C:5](=[N:6][CH:7]=[C:2]([C:30]3[CH:31]=[N:32][N:33]([CH:35]4[CH2:40][CH2:39][NH:38][CH2:37][CH2:36]4)[CH:34]=3)[CH:3]=2)[NH:8][CH:9]=1)[CH3:12], predict the reactants needed to synthesize it. The reactants are: Br[C:2]1[CH:3]=[C:4]2[C:10]([CH:11]([C:13]3[C:18]([Cl:19])=[CH:17][CH:16]=[CH:15][C:14]=3[Cl:20])[CH3:12])=[CH:9][NH:8][C:5]2=[N:6][CH:7]=1.Cl.CC1(C)C(C)(C)OB([C:30]2[CH:31]=[N:32][N:33]([CH:35]3[CH2:40][CH2:39][NH:38][CH2:37][CH2:36]3)[CH:34]=2)O1.C(=O)([O-])[O-].[K+].[K+]. (2) Given the product [OH:32][CH2:33][C:34]#[C:35][C:2]1[CH:11]=[C:10]2[C:5]([C:6]([NH:19][C@H:20]3[CH2:24][CH2:23][NH:22][CH2:21]3)=[N:7][C:8]([C:12]3[CH:17]=[CH:16][CH:15]=[CH:14][C:13]=3[OH:18])=[N:9]2)=[CH:4][CH:3]=1, predict the reactants needed to synthesize it. The reactants are: Br[C:2]1[CH:11]=[C:10]2[C:5]([C:6]([NH:19][C@H:20]3[CH2:24][CH2:23][N:22](C(OC(C)(C)C)=O)[CH2:21]3)=[N:7][C:8]([C:12]3[CH:17]=[CH:16][CH:15]=[CH:14][C:13]=3[OH:18])=[N:9]2)=[CH:4][CH:3]=1.[OH:32][C:33]1C=CC=[CH:35][C:34]=1C1N=C(N[C@H]2CCN(C(OC(C)(C)C)=O)C2)C2C(=CC=C(C#CCO)C=2)N=1. (3) The reactants are: [O:1]1[CH2:4][C:3]2([CH2:9][CH:8]3[CH:6]([CH:7]3[C:10]([OH:12])=O)[CH2:5]2)[CH2:2]1.C(C1NC=CN=1)(C1NC=CN=1)=O.Cl.[CH3:26][NH:27][O:28][CH3:29]. Given the product [CH3:29][O:28][N:27]([CH3:26])[C:10]([CH:7]1[CH:6]2[CH:8]1[CH2:9][C:3]1([CH2:5]2)[CH2:2][O:1][CH2:4]1)=[O:12], predict the reactants needed to synthesize it. (4) The reactants are: Cl.[CH2:2]([O:9][C:10]1[CH:19]=[CH:18][CH:17]=[C:16]2[C:11]=1[CH2:12][CH2:13][CH2:14][CH:15]2[C:20]([N:22]([C:29]1[CH:30]=[N:31][C:32]([CH:35]([CH3:37])[CH3:36])=[CH:33][CH:34]=1)[CH2:23][C:24]1[CH:25]=[N:26][NH:27][CH:28]=1)=[O:21])[C:3]1[CH:8]=[CH:7][CH:6]=[CH:5][CH:4]=1.[Cl:38][C:39]1[CH:46]=[CH:45][C:42]([CH2:43]Cl)=[CH:41][CH:40]=1. Given the product [CH2:2]([O:9][C:10]1[CH:19]=[CH:18][CH:17]=[C:16]2[C:11]=1[CH2:12][CH2:13][CH2:14][CH:15]2[C:20]([N:22]([CH2:23][C:24]1[CH:25]=[N:26][N:27]([CH2:43][C:42]2[CH:45]=[CH:46][C:39]([Cl:38])=[CH:40][CH:41]=2)[CH:28]=1)[C:29]1[CH:30]=[N:31][C:32]([CH:35]([CH3:37])[CH3:36])=[CH:33][CH:34]=1)=[O:21])[C:3]1[CH:8]=[CH:7][CH:6]=[CH:5][CH:4]=1, predict the reactants needed to synthesize it.